Dataset: Forward reaction prediction with 1.9M reactions from USPTO patents (1976-2016). Task: Predict the product of the given reaction. (1) Given the reactants [Br:1][CH:2]1[CH:6]([OH:7])[CH2:5][CH:4]([C:8]([O:10][CH3:11])=[O:9])[CH2:3]1.CC(OI1(OC(C)=O)(OC(C)=O)OC(=O)C2C1=CC=CC=2)=O.S([O-])([O-])(=O)=S.[Na+].[Na+].O, predict the reaction product. The product is: [Br:1][CH:2]1[C:6](=[O:7])[CH2:5][CH:4]([C:8]([O:10][CH3:11])=[O:9])[CH2:3]1. (2) Given the reactants Br[C:2]1[CH:3]=[C:4]([CH:7]=[C:8]([C:10]([F:13])([F:12])[F:11])[CH:9]=1)[CH:5]=[O:6].[CH3:14][N:15](C=O)C, predict the reaction product. The product is: [CH:5]([C:4]1[CH:3]=[C:2]([CH:9]=[C:8]([C:10]([F:13])([F:12])[F:11])[CH:7]=1)[C:14]#[N:15])=[O:6].